From a dataset of Full USPTO retrosynthesis dataset with 1.9M reactions from patents (1976-2016). Predict the reactants needed to synthesize the given product. (1) Given the product [ClH:22].[C:27](=[O:28])([O:1][CH2:2][CH:3]([NH2:14])[C:4]1[CH:9]=[CH:8][CH:7]=[CH:6][C:5]=1[C:10]([F:11])([F:12])[F:13])[NH2:26], predict the reactants needed to synthesize it. The reactants are: [OH:1][CH2:2][CH:3]([NH:14]C(=O)OC(C)(C)C)[C:4]1[CH:9]=[CH:8][CH:7]=[CH:6][C:5]=1[C:10]([F:13])([F:12])[F:11].[Cl:22]S([N:26]=[C:27]=[O:28])(=O)=O.O.C(=O)([O-])O.[Na+]. (2) The reactants are: [CH3:1][C:2]([N+:14]([O-:16])=[O:15])([CH3:13])[CH2:3][CH2:4][CH:5]=[C:6]1[NH:10][C:9](=[O:11])[NH:8][C:7]1=[O:12].[OH-].[Na+].[H][H]. Given the product [CH3:13][C:2]([N+:14]([O-:16])=[O:15])([CH3:1])[CH2:3][CH2:4][CH2:5][CH:6]1[NH:10][C:9](=[O:11])[NH:8][C:7]1=[O:12], predict the reactants needed to synthesize it. (3) Given the product [CH3:32][S:29]([C:28]1[C:23]([N:17]2[CH2:18][CH2:19][C:11]3[C:10]([NH:9][C:6]4[CH:5]=[CH:4][C:3]([C:2]([F:20])([F:1])[F:21])=[CH:8][N:7]=4)=[N:15][CH:14]=[N:13][C:12]=3[CH2:16]2)=[N:24][CH:25]=[CH:26][CH:27]=1)(=[O:31])=[O:30], predict the reactants needed to synthesize it. The reactants are: [F:1][C:2]([F:21])([F:20])[C:3]1[CH:4]=[CH:5][C:6]([NH:9][C:10]2[C:11]3[CH2:19][CH2:18][NH:17][CH2:16][C:12]=3[N:13]=[CH:14][N:15]=2)=[N:7][CH:8]=1.Cl[C:23]1[C:28]([S:29]([CH3:32])(=[O:31])=[O:30])=[CH:27][CH:26]=[CH:25][N:24]=1.C(N(CC)C(C)C)(C)C. (4) Given the product [CH3:4][O:8][N:9]([CH3:10])[C:35]([C:33]1[CH:32]=[CH:31][C:29]2[NH:30][C:26]([CH3:25])=[N:27][C:28]=2[CH:34]=1)=[O:37], predict the reactants needed to synthesize it. The reactants are: CN([C:4]([O:8][N:9]1N=NC2C=CC=N[C:10]1=2)=[N+](C)C)C.F[P-](F)(F)(F)(F)F.[CH3:25][C:26]1[NH:30][C:29]2[CH:31]=[CH:32][C:33]([C:35]([OH:37])=O)=[CH:34][C:28]=2[N:27]=1.CONC.Cl.CCN(C(C)C)C(C)C. (5) The reactants are: [F:1][C:2]1[CH:3]=[C:4]([C:10]2[N:11]=[C:12]([CH3:19])[C:13]3[CH:18]=[CH:17][NH:16][C:14]=3[N:15]=2)[CH:5]=[CH:6][C:7]=1[O:8][CH3:9].[OH-].[K+].[I:22]I. Given the product [F:1][C:2]1[CH:3]=[C:4]([C:10]2[N:11]=[C:12]([CH3:19])[C:13]3[C:18]([I:22])=[CH:17][NH:16][C:14]=3[N:15]=2)[CH:5]=[CH:6][C:7]=1[O:8][CH3:9], predict the reactants needed to synthesize it. (6) Given the product [CH3:5][C:4]([N+:8]([O-:10])=[O:9])([N+:1]([O-:3])=[O:2])[CH2:11][O:12][CH2:13][O:6][CH2:5][C:4]([N+:8]([O-:10])=[O:9])([N+:1]([O-:3])=[O:2])[CH3:7], predict the reactants needed to synthesize it. The reactants are: [N+:1]([C:4]([N+:8]([O-:10])=[O:9])([CH3:7])[CH2:5][OH:6])([O-:3])=[O:2].[CH2:11]1OCO[CH2:13][O:12]1.S(=O)(=O)(O)O. (7) The reactants are: [F:1][C:2]([F:37])([F:36])[C:3]([NH:5][C:6]1[CH:35]=[CH:34][CH:33]=[CH:32][C:7]=1[C:8]([NH:10][CH:11]([C:13]1[N:18]=[N:17][C:16]([NH:19][C:20]2[CH:25]=[C:24]([O:26][CH3:27])[C:23]([O:28][CH3:29])=[C:22]([O:30][CH3:31])[CH:21]=2)=[N:15][CH:14]=1)[CH3:12])=O)=[O:4].P(Cl)(Cl)(Cl)=O. Given the product [F:1][C:2]([F:37])([F:36])[C:3]([NH:5][C:6]1[CH:35]=[CH:34][CH:33]=[CH:32][C:7]=1[C:8]1[N:18]2[C:13]([CH:14]=[N:15][C:16]([NH:19][C:20]3[CH:25]=[C:24]([O:26][CH3:27])[C:23]([O:28][CH3:29])=[C:22]([O:30][CH3:31])[CH:21]=3)=[N:17]2)=[C:11]([CH3:12])[N:10]=1)=[O:4], predict the reactants needed to synthesize it. (8) Given the product [CH2:18]([O:9][C:3]1[CH:4]=[CH:5][CH:6]=[C:7]([F:8])[C:2]=1[F:1])[CH3:19], predict the reactants needed to synthesize it. The reactants are: [F:1][C:2]1[C:7]([F:8])=[CH:6][CH:5]=[CH:4][C:3]=1[OH:9].CI.C(=O)([O-])[O-].[K+].[K+].[CH3:18][C:19](C)=O. (9) Given the product [CH3:1][O:2][C:3](=[O:18])[CH2:4][N:5]([S:37]([C:34]1[CH:33]=[CH:32][C:31]([O:30][CH2:29][CH:26]2[CH2:27][CH2:28]2)=[CH:36][CH:35]=1)(=[O:39])=[O:38])[CH2:6][C:7]1[CH:8]=[CH:9][C:10]([N:13]2[N:14]=[CH:15][CH:16]=[N:17]2)=[CH:11][CH:12]=1, predict the reactants needed to synthesize it. The reactants are: [CH3:1][O:2][C:3](=[O:18])[CH2:4][NH:5][CH2:6][C:7]1[CH:12]=[CH:11][C:10]([N:13]2[N:17]=[CH:16][CH:15]=[N:14]2)=[CH:9][CH:8]=1.CCN(CC)CC.[CH:26]1([CH2:29][O:30][C:31]2[CH:36]=[CH:35][C:34]([S:37](Cl)(=[O:39])=[O:38])=[CH:33][CH:32]=2)[CH2:28][CH2:27]1. (10) Given the product [CH3:32][C:28]1[CH:29]=[CH:30][CH:31]=[C:8]([CH3:7])[C:9]=1[CH2:10][NH:11][C:12]1[C:20]2[N:19]=[C:18]([CH3:21])[N:17]([CH3:22])[C:16]=2[CH:15]=[C:14]([CH2:23][OH:24])[CH:13]=1, predict the reactants needed to synthesize it. The reactants are: [H-].[Al+3].[Li+].[H-].[H-].[H-].[CH3:7][C:8]1[CH:31]=[CH:30][CH:29]=[C:28]([CH3:32])[C:9]=1[CH2:10][NH:11][C:12]1[C:20]2[N:19]=[C:18]([CH3:21])[N:17]([CH3:22])[C:16]=2[CH:15]=[C:14]([C:23](OCC)=[O:24])[CH:13]=1.[OH-].[K+].S([O-])([O-])(=O)=O.[Mg+2].